This data is from Catalyst prediction with 721,799 reactions and 888 catalyst types from USPTO. The task is: Predict which catalyst facilitates the given reaction. (1) Reactant: [NH2:1][C:2]1[CH:3]=[CH:4][C:5]2[S:9][C:8]([NH2:10])=[N:7][C:6]=2[CH:11]=1.[C:12]([N:20]=[C:21]=[S:22])(=[O:19])[C:13]1[CH:18]=[CH:17][CH:16]=[CH:15][CH:14]=1. Product: [NH2:10][C:8]1[S:9][C:5]2[CH:4]=[CH:3][C:2]([NH:1][C:21]([NH:20][C:12](=[O:19])[C:13]3[CH:14]=[CH:15][CH:16]=[CH:17][CH:18]=3)=[S:22])=[CH:11][C:6]=2[N:7]=1. The catalyst class is: 1. (2) Reactant: [Mg].Br[C:3]1[CH:8]=[CH:7][C:6]([CH2:9][CH2:10][CH2:11][CH2:12][CH2:13][CH3:14])=[CH:5][CH:4]=1.C(O[CH2:18][CH3:19])C.[Cl:20][Si:21]([Cl:24])(Cl)Cl. Product: [CH2:9]([C:6]1[CH:7]=[CH:8][C:3]([Si:21]([C:3]2[CH:8]=[CH:7][C:6]([CH2:9][CH2:10][CH2:11][CH2:12][CH2:18][CH3:19])=[CH:5][CH:4]=2)([Cl:24])[Cl:20])=[CH:4][CH:5]=1)[CH2:10][CH2:11][CH2:12][CH2:13][CH3:14]. The catalyst class is: 11.